This data is from Full USPTO retrosynthesis dataset with 1.9M reactions from patents (1976-2016). The task is: Predict the reactants needed to synthesize the given product. (1) Given the product [N:21]1([C:11](=[O:13])[CH2:10][C:6]2[CH:7]=[CH:8][CH:9]=[C:4]([N+:1]([O-:3])=[O:2])[CH:5]=2)[CH2:19][CH2:23][CH2:22]1, predict the reactants needed to synthesize it. The reactants are: [N+:1]([C:4]1[CH:5]=[C:6]([CH2:10][C:11]([OH:13])=O)[CH:7]=[CH:8][CH:9]=1)([O-:3])=[O:2].C1N=CN([C:19]([N:21]2C=N[CH:23]=[CH:22]2)=O)C=1.C(N(CC)CC)C.Cl.N1CCC1. (2) Given the product [F:1][C:2]1[CH:7]=[CH:6][CH:5]=[CH:4][C:3]=1[C:8]1[CH:16]=[CH:15][C:11]([C:12]([NH:26][CH:23]2[CH2:24][CH2:25][N:20]([CH2:19][C:18]([F:28])([F:17])[F:27])[CH2:21][CH2:22]2)=[O:14])=[CH:10][N:9]=1, predict the reactants needed to synthesize it. The reactants are: [F:1][C:2]1[CH:7]=[CH:6][CH:5]=[CH:4][C:3]=1[C:8]1[CH:16]=[CH:15][C:11]([C:12]([OH:14])=O)=[CH:10][N:9]=1.[F:17][C:18]([F:28])([F:27])[CH2:19][N:20]1[CH2:25][CH2:24][CH:23]([NH2:26])[CH2:22][CH2:21]1.CCN=C=NCCCN(C)C.C1C=CC2N(O)N=NC=2C=1.CN1CCOCC1. (3) Given the product [F:31][C:32]1[C:33]([CH2:37][C:17]([C:18]2[CH:19]=[CH:20][N:21]=[CH:22][CH:23]=2)=[O:40])=[CH:34][S:35][CH:36]=1, predict the reactants needed to synthesize it. The reactants are: C1(OP([CH:17](NC2C=CC=CC=2)[C:18]2[CH:23]=[CH:22][N:21]=[CH:20][CH:19]=2)(=O)OC2C=CC=CC=2)C=CC=CC=1.[F:31][C:32]1[C:33]([CH:37]=O)=[CH:34][S:35][CH:36]=1.C(=O)([O-])[O-:40].[Cs+].[Cs+].Cl.[OH-].[Na+]. (4) Given the product [NH2:1][C:2]1[CH:7]=[CH:6][C:5]([N:8]2[CH2:13][CH2:12][CH2:11][CH2:10][C:9]2=[S:24])=[CH:4][CH:3]=1, predict the reactants needed to synthesize it. The reactants are: [NH2:1][C:2]1[CH:7]=[CH:6][C:5]([N:8]2[CH2:13][CH2:12][CH2:11][CH2:10][C:9]2=O)=[CH:4][CH:3]=1.COC1C=CC(P2(=S)SP(=S)(C3C=CC(OC)=CC=3)[S:24]2)=CC=1. (5) Given the product [Cl:18][C:4]1[CH:3]=[C:2]([CH3:19])[C:10]2[N:9]3[CH2:12][CH2:13][NH:14][C:15](=[O:16])[C:8]3=[C:7]([CH3:17])[C:6]=2[CH:5]=1, predict the reactants needed to synthesize it. The reactants are: Br[C:2]1[C:10]2[N:9]3C[CH2:12][CH2:13][NH:14][C:15](=[O:16])[C:8]3=[C:7]([CH3:17])[C:6]=2[CH:5]=[C:4]([Cl:18])[CH:3]=1.[CH3:19]B1OB(C)OB(C)O1. (6) Given the product [Cl:1][C:2]1[N:3]=[C:4]([NH:22][CH2:20][CH3:21])[C:5]2[N:11]=[C:10]([C:12]3[CH:17]=[CH:16][C:15]([F:18])=[CH:14][CH:13]=3)[CH:9]=[CH:8][C:6]=2[N:7]=1, predict the reactants needed to synthesize it. The reactants are: [Cl:1][C:2]1[N:3]=[C:4](Cl)[C:5]2[N:11]=[C:10]([C:12]3[CH:17]=[CH:16][C:15]([F:18])=[CH:14][CH:13]=3)[CH:9]=[CH:8][C:6]=2[N:7]=1.[CH2:20]([NH2:22])[CH3:21]. (7) Given the product [CH3:12][O:11][C:7]1[CH:6]=[C:5]([CH:4]=[C:3]([O:2][CH3:1])[C:8]=1[O:9][CH3:10])[CH2:13][CH2:14][C:15]1[S:55][C:42]([C:40]2[CH:39]=[CH:38][C:37]3[NH:33][CH:34]=[N:35][C:36]=3[CH:41]=2)=[N:44][N:45]=1, predict the reactants needed to synthesize it. The reactants are: [CH3:1][O:2][C:3]1[CH:4]=[C:5]([CH2:13][CH2:14][C:15](O)=O)[CH:6]=[C:7]([O:11][CH3:12])[C:8]=1[O:9][CH3:10].C1CCC(N=C=NC2CCCCC2)CC1.[N:33]1[C:37]2[CH:38]=[CH:39][C:40]([C:42]([NH:44][NH2:45])=O)=[CH:41][C:36]=2[NH:35][CH:34]=1.COC1C=CC(P2(SP(C3C=CC(OC)=CC=3)(=S)S2)=[S:55])=CC=1.